This data is from NCI-60 drug combinations with 297,098 pairs across 59 cell lines. The task is: Regression. Given two drug SMILES strings and cell line genomic features, predict the synergy score measuring deviation from expected non-interaction effect. (1) Drug 1: CC1=C2C(C(=O)C3(C(CC4C(C3C(C(C2(C)C)(CC1OC(=O)C(C(C5=CC=CC=C5)NC(=O)OC(C)(C)C)O)O)OC(=O)C6=CC=CC=C6)(CO4)OC(=O)C)OC)C)OC. Drug 2: CS(=O)(=O)CCNCC1=CC=C(O1)C2=CC3=C(C=C2)N=CN=C3NC4=CC(=C(C=C4)OCC5=CC(=CC=C5)F)Cl. Cell line: UACC-257. Synergy scores: CSS=16.8, Synergy_ZIP=1.99, Synergy_Bliss=1.21, Synergy_Loewe=-17.1, Synergy_HSA=-2.19. (2) Drug 1: CCC(=C(C1=CC=CC=C1)C2=CC=C(C=C2)OCCN(C)C)C3=CC=CC=C3.C(C(=O)O)C(CC(=O)O)(C(=O)O)O. Drug 2: N.N.Cl[Pt+2]Cl. Cell line: SK-OV-3. Synergy scores: CSS=23.2, Synergy_ZIP=-3.51, Synergy_Bliss=2.87, Synergy_Loewe=-5.70, Synergy_HSA=0.221. (3) Drug 1: C1=CC(=CC=C1CC(C(=O)O)N)N(CCCl)CCCl.Cl. Drug 2: C(CN)CNCCSP(=O)(O)O. Cell line: MDA-MB-435. Synergy scores: CSS=0.119, Synergy_ZIP=2.88, Synergy_Bliss=4.87, Synergy_Loewe=-1.85, Synergy_HSA=-1.73. (4) Drug 1: COC1=C2C(=CC3=C1OC=C3)C=CC(=O)O2. Drug 2: C(CCl)NC(=O)N(CCCl)N=O. Cell line: K-562. Synergy scores: CSS=60.3, Synergy_ZIP=11.4, Synergy_Bliss=12.9, Synergy_Loewe=16.3, Synergy_HSA=16.4. (5) Drug 1: CC1=C(C=C(C=C1)NC2=NC=CC(=N2)N(C)C3=CC4=NN(C(=C4C=C3)C)C)S(=O)(=O)N.Cl. Drug 2: C1=C(C(=O)NC(=O)N1)N(CCCl)CCCl. Cell line: OVCAR-5. Synergy scores: CSS=10.7, Synergy_ZIP=-5.17, Synergy_Bliss=2.24, Synergy_Loewe=-7.97, Synergy_HSA=0.380. (6) Drug 1: CNC(=O)C1=CC=CC=C1SC2=CC3=C(C=C2)C(=NN3)C=CC4=CC=CC=N4. Drug 2: C1=NC2=C(N=C(N=C2N1C3C(C(C(O3)CO)O)O)F)N. Cell line: RXF 393. Synergy scores: CSS=5.04, Synergy_ZIP=-0.00472, Synergy_Bliss=0.441, Synergy_Loewe=-1.54, Synergy_HSA=-0.500. (7) Drug 1: C1CCN(CC1)CCOC2=CC=C(C=C2)C(=O)C3=C(SC4=C3C=CC(=C4)O)C5=CC=C(C=C5)O. Drug 2: CC1=C(C=C(C=C1)NC(=O)C2=CC=C(C=C2)CN3CCN(CC3)C)NC4=NC=CC(=N4)C5=CN=CC=C5. Cell line: HOP-62. Synergy scores: CSS=-0.153, Synergy_ZIP=1.32, Synergy_Bliss=1.32, Synergy_Loewe=0.274, Synergy_HSA=-0.200.